This data is from Drug-target binding data from BindingDB using Ki measurements. The task is: Regression. Given a target protein amino acid sequence and a drug SMILES string, predict the binding affinity score between them. We predict pKi (pKi = -log10(Ki in M); higher means stronger inhibition). Dataset: bindingdb_ki. The drug is OC[C@@H]1[C@@H](O)[C@H](O)[C@H]2[C@H](O)[C@@H](O)CN12. The target protein (P9WQ18) has sequence MNEAEHSVEHPPVQGSHVEGGVVEHPDAKDFGSAAALPADPTWFKHAVFYEVLVRAFFDASADGSGDLRGLIDRLDYLQWLGIDCIWLPPFYDSPLRDGGYDIRDFYKVLPEFGTVDDFVALVDAAHRRGIRIITDLVMNHTSESHPWFQESRRDPDGPYGDYYVWSDTSERYTDARIIFVDTEESNWSFDPVRRQFYWHRFFSHQPDLNYDNPAVQEAMIDVIRFWLGLGIDGFRLDAVPYLFEREGTNCENLPETHAFLKRVRKVVDDEFPGRVLLAEANQWPGDVVEYFGDPNTGGDECHMAFHFPLMPRIFMAVRRESRFPISEIIAQTPPIPDMAQWGIFLRNHDELTLEMVTDEERDYMYAEYAKDPRMKANVGIRRRLAPLLDNDRNQIELFTALLLSLPGSPVLYYGDEIGMGDVIWLGDRDGVRIPMQWTPDRNAGFSTANPGRLYLPPSQDPVYGYQAVNVEAQRDTSTSLLNFTRTMLAVRRRHPAFAV.... The pKi is 5.6.